This data is from NCI-60 drug combinations with 297,098 pairs across 59 cell lines. The task is: Regression. Given two drug SMILES strings and cell line genomic features, predict the synergy score measuring deviation from expected non-interaction effect. (1) Synergy scores: CSS=37.0, Synergy_ZIP=-1.49, Synergy_Bliss=-3.58, Synergy_Loewe=-45.3, Synergy_HSA=-3.79. Cell line: HT29. Drug 2: CC=C1C(=O)NC(C(=O)OC2CC(=O)NC(C(=O)NC(CSSCCC=C2)C(=O)N1)C(C)C)C(C)C. Drug 1: C1=NC2=C(N=C(N=C2N1C3C(C(C(O3)CO)O)O)F)N. (2) Drug 1: CC1OCC2C(O1)C(C(C(O2)OC3C4COC(=O)C4C(C5=CC6=C(C=C35)OCO6)C7=CC(=C(C(=C7)OC)O)OC)O)O. Drug 2: CC(C1=C(C=CC(=C1Cl)F)Cl)OC2=C(N=CC(=C2)C3=CN(N=C3)C4CCNCC4)N. Cell line: SK-MEL-28. Synergy scores: CSS=14.3, Synergy_ZIP=-5.37, Synergy_Bliss=0.889, Synergy_Loewe=-6.44, Synergy_HSA=-2.69.